This data is from Peptide-MHC class II binding affinity with 134,281 pairs from IEDB. The task is: Regression. Given a peptide amino acid sequence and an MHC pseudo amino acid sequence, predict their binding affinity value. This is MHC class II binding data. (1) The peptide sequence is KSLLFKTSVGVNMCT. The MHC is DRB1_0701 with pseudo-sequence DRB1_0701. The binding affinity (normalized) is 0.834. (2) The peptide sequence is TTQGSDDIRKLLDIH. The MHC is DRB1_0101 with pseudo-sequence DRB1_0101. The binding affinity (normalized) is 0.330. (3) The peptide sequence is EKPMNVQSLGWNIIT. The MHC is HLA-DQA10201-DQB10301 with pseudo-sequence HLA-DQA10201-DQB10301. The binding affinity (normalized) is 0.465. (4) The peptide sequence is QMRSMPFLRKTRWTF. The MHC is DRB1_1101 with pseudo-sequence DRB1_1101. The binding affinity (normalized) is 0.797. (5) The peptide sequence is KYMVIQGEPGAVIRG. The MHC is HLA-DPA10103-DPB10201 with pseudo-sequence HLA-DPA10103-DPB10201. The binding affinity (normalized) is 0.736.